Dataset: Full USPTO retrosynthesis dataset with 1.9M reactions from patents (1976-2016). Task: Predict the reactants needed to synthesize the given product. (1) Given the product [CH3:1][C:2]1[S:3][C:4]([C:8]([N:28]2[C:25]3[CH:26]=[C:27]4[C:22]([CH:21]=[CH:20][N:19]=[C:18]4[N:15]4[CH2:14][CH2:13][N:12]([CH3:11])[CH2:17][CH2:16]4)=[CH:23][C:24]=3[CH2:30][CH2:29]2)=[O:10])=[C:5]([CH3:7])[N:6]=1, predict the reactants needed to synthesize it. The reactants are: [CH3:1][C:2]1[S:3][C:4]([C:8]([OH:10])=O)=[C:5]([CH3:7])[N:6]=1.[CH3:11][N:12]1[CH2:17][CH2:16][N:15]([C:18]2[C:27]3[C:22](=[CH:23][C:24]4[CH2:30][CH2:29][NH:28][C:25]=4[CH:26]=3)[CH:21]=[CH:20][N:19]=2)[CH2:14][CH2:13]1. (2) Given the product [CH:24]1([C:20]2[CH:21]=[C:22]([CH3:23])[C:17]([N:14]3[CH2:15][CH2:16][N:11]([C:9]([C:5]4[CH:4]=[CH:3][C:2]([N:27]5[CH2:31][CH2:30][CH2:29][C:28]5=[O:32])=[N:7][C:6]=4[CH3:8])=[O:10])[CH2:12][CH2:13]3)=[N:18][CH:19]=2)[CH2:26][CH2:25]1, predict the reactants needed to synthesize it. The reactants are: Br[C:2]1[N:7]=[C:6]([CH3:8])[C:5]([C:9]([N:11]2[CH2:16][CH2:15][N:14]([C:17]3[C:22]([CH3:23])=[CH:21][C:20]([CH:24]4[CH2:26][CH2:25]4)=[CH:19][N:18]=3)[CH2:13][CH2:12]2)=[O:10])=[CH:4][CH:3]=1.[NH:27]1[CH2:31][CH2:30][CH2:29][C:28]1=[O:32]. (3) Given the product [C:24]([NH:26][O:27][CH2:28][CH2:29][NH:30][C:31](=[O:54])[CH2:32][C:33]1[C:38]([C:39]#[N:40])=[CH:37][CH:36]=[C:35]([NH:41][CH2:42][C:43]([C:44]2[CH:49]=[CH:48][CH:47]=[C:46]([Cl:50])[CH:45]=2)([F:51])[F:52])[C:34]=1[F:53])(=[NH:23])[NH2:25], predict the reactants needed to synthesize it. The reactants are: C(O)(C(F)(F)F)=O.C1(OC)C=CC=CC=1.C(OC([N:23]=[C:24]([N:26](C(OC(C)(C)C)=O)[O:27][CH2:28][CH2:29][NH:30][C:31](=[O:54])[CH2:32][C:33]1[C:38]([C:39]#[N:40])=[CH:37][CH:36]=[C:35]([NH:41][CH2:42][C:43]([F:52])([F:51])[C:44]2[CH:49]=[CH:48][CH:47]=[C:46]([Cl:50])[CH:45]=2)[C:34]=1[F:53])[NH2:25])=O)(C)(C)C. (4) Given the product [F:19][C:17]1[CH:16]=[C:11]([C:12]([O:14][CH3:15])=[O:13])[C:10]2[C:20](=[O:40])[CH:21]([C:34]3[N:38]([CH3:39])[N:37]=[CH:36][N:35]=3)[CH:22]([C:27]3[CH:28]=[CH:29][C:30]([F:33])=[CH:31][CH:32]=3)[CH2:23][N:8]([C:6]([O:5][C:1]([CH3:2])([CH3:4])[CH3:3])=[O:7])[C:9]=2[CH:18]=1, predict the reactants needed to synthesize it. The reactants are: [C:1]([O:5][C:6]([NH:8][C:9]1[C:10]([C:20](=[O:40])[CH:21]([C:34]2[N:38]([CH3:39])[N:37]=[CH:36][N:35]=2)[CH:22]([C:27]2[CH:32]=[CH:31][C:30]([F:33])=[CH:29][CH:28]=2)[CH2:23][N+]([O-])=O)=[C:11]([CH:16]=[C:17]([F:19])[CH:18]=1)[C:12]([O:14][CH3:15])=[O:13])=[O:7])([CH3:4])([CH3:3])[CH3:2].[H-].[Na+].O. (5) Given the product [O:45]=[C:39]1[CH:38]([N:32]2[CH2:31][C:30]3[C:34](=[CH:35][CH:36]=[C:28]([CH2:27][NH:26][C:3](=[O:5])[C:2]([F:1])([F:19])[C:6]4[CH:11]=[CH:10][C:9]([C:12]5[CH:17]=[CH:16][C:15]([F:18])=[CH:14][CH:13]=5)=[CH:8][CH:7]=4)[CH:29]=3)[C:33]2=[O:37])[CH2:43][CH2:42][C:41](=[O:44])[NH:40]1, predict the reactants needed to synthesize it. The reactants are: [F:1][C:2]([F:19])([C:6]1[CH:11]=[CH:10][C:9]([C:12]2[CH:17]=[CH:16][C:15]([F:18])=[CH:14][CH:13]=2)=[CH:8][CH:7]=1)[C:3]([OH:5])=O.P(Cl)(Cl)(Cl)=O.Cl.[NH2:26][CH2:27][C:28]1[CH:29]=[C:30]2[C:34](=[CH:35][CH:36]=1)[C:33](=[O:37])[N:32]([CH:38]1[CH2:43][CH2:42][C:41](=[O:44])[NH:40][C:39]1=[O:45])[CH2:31]2.C(=O)(O)[O-].[Na+]. (6) Given the product [CH3:12][C:13]1[O:5][C:4](=[O:6])[C:3]2[CH:7]=[CH:8][CH:9]=[N:10][C:2]=2[N:1]=1, predict the reactants needed to synthesize it. The reactants are: [NH2:1][C:2]1[N:10]=[CH:9][CH:8]=[CH:7][C:3]=1[C:4]([OH:6])=[O:5].O.[C:12](OC(=O)C)(=O)[CH3:13]. (7) Given the product [F:35][C:36]([F:41])([F:40])[C:37]([O-:39])=[O:38].[NH2:8][C:9]1[NH:10][C:20]([C:21]2[CH:26]=[CH:25][CH:24]=[CH:23][CH:22]=2)=[CH:19][NH+:18]=1, predict the reactants needed to synthesize it. The reactants are: C([NH:8]/[C:9](/[NH:18][CH2:19][C:20](=O)[C:21]1[CH:26]=[CH:25][CH:24]=[CH:23][CH:22]=1)=[N:10]/C(OC(C)(C)C)=O)(OC(C)(C)C)=O.C1(C)C=CC=CC=1.[F:35][C:36]([F:41])([F:40])[C:37]([OH:39])=[O:38]. (8) Given the product [CH3:1][C:2]([CH3:18])([CH2:16][CH3:17])[C:3](=[O:15])[C:4]([N:6]1[CH:10]([C:11]([OH:13])=[O:12])[CH2:9][O:8][CH2:7]1)=[O:5], predict the reactants needed to synthesize it. The reactants are: [CH3:1][C:2]([CH3:18])([CH2:16][CH3:17])[C:3](=[O:15])[C:4]([N:6]1[CH:10]([C:11]([O:13]C)=[O:12])[CH2:9][O:8][CH2:7]1)=[O:5].[Li+].[OH-]. (9) Given the product [C:36]([C:28]1[C:27]2[C:32](=[CH:33][C:24]([CH2:23][N:21]3[CH:22]=[C:18]([C@:11]([OH:10])([C:14]([F:15])([F:16])[F:17])[CH2:12][CH3:13])[N:19]=[N:20]3)=[CH:25][CH:26]=2)[N:31]=[C:30]([C:34]#[N:35])[CH:29]=1)(=[O:38])[CH3:37], predict the reactants needed to synthesize it. The reactants are: [N+](C1C=CC(C([O:10][C@@:11]([C:18]2[N:19]=[N:20][N:21]([CH2:23][C:24]3[CH:33]=[C:32]4[C:27]([C:28]([C:36](=[O:38])[CH3:37])=[CH:29][C:30]([C:34]#[N:35])=[N:31]4)=[CH:26][CH:25]=3)[CH:22]=2)([C:14]([F:17])([F:16])[F:15])[CH2:12][CH3:13])=O)=CC=1)([O-])=O.[OH-].[Li+].